The task is: Predict the reactants needed to synthesize the given product.. This data is from Full USPTO retrosynthesis dataset with 1.9M reactions from patents (1976-2016). (1) The reactants are: [CH3:1][C:2]1[CH:3]=[C:4]([CH:8]=[C:9]([CH3:11])[CH:10]=1)[C:5](Cl)=[O:6].[C:12]([NH:16][NH:17][C:18]([C:20]1[CH:21]=[CH:22][C:23]2[CH2:27][O:26][B:25]([OH:28])[C:24]=2[C:29]=1[F:30])=[O:19])([CH3:15])([CH3:14])[CH3:13].C(N(CC)CC)C. Given the product [C:12]([N:16]([C:5](=[O:6])[C:4]1[CH:3]=[C:2]([CH3:1])[CH:10]=[C:9]([CH3:11])[CH:8]=1)[NH:17][C:18]([C:20]1[CH:21]=[CH:22][C:23]2[CH2:27][O:26][B:25]([OH:28])[C:24]=2[C:29]=1[F:30])=[O:19])([CH3:15])([CH3:13])[CH3:14], predict the reactants needed to synthesize it. (2) Given the product [F:1][C:2]1[CH:7]=[CH:6][CH:5]=[C:4]([N+:8]([O-:10])=[O:9])[C:3]=1[CH:11]=[O:13], predict the reactants needed to synthesize it. The reactants are: [F:1][C:2]1[CH:7]=[CH:6][CH:5]=[C:4]([N+:8]([O-:10])=[O:9])[C:3]=1[CH3:11].C[O:13]C(OC)N(C)C. (3) The reactants are: [S:1]1[C:5]2[CH:6]=[CH:7][CH:8]=[CH:9][C:4]=2[CH:3]=[CH:2]1.C([Li])CCC.[C:15]1([CH:21]=[N:22][S:23]([C:26]2[CH:36]=[CH:35][C:29]3[O:30][CH2:31][CH2:32][CH2:33][O:34][C:28]=3[CH:27]=2)(=[O:25])=[O:24])[CH:20]=[CH:19][CH:18]=[CH:17][CH:16]=1. Given the product [S:1]1[C:5]2[CH:6]=[CH:7][CH:8]=[CH:9][C:4]=2[CH:3]=[C:2]1[CH:21]([C:15]1[CH:20]=[CH:19][CH:18]=[CH:17][CH:16]=1)[NH:22][S:23]([C:26]1[CH:36]=[CH:35][C:29]2[O:30][CH2:31][CH2:32][CH2:33][O:34][C:28]=2[CH:27]=1)(=[O:24])=[O:25], predict the reactants needed to synthesize it. (4) Given the product [C:1]([O:5][C:6](=[O:7])[NH:8][C@@H:9]([CH2:10][C:11]1[CH:16]=[CH:15][CH:14]=[CH:13][CH:12]=1)[CH:17]=[O:18])([CH3:4])([CH3:2])[CH3:3], predict the reactants needed to synthesize it. The reactants are: [C:1]([O:5][C:6]([NH:8][C@H:9]([C:17](N(OC)C)=[O:18])[CH2:10][C:11]1[CH:16]=[CH:15][CH:14]=[CH:13][CH:12]=1)=[O:7])([CH3:4])([CH3:3])[CH3:2].[H-].[Al+3].[Li+].[H-].[H-].[H-].C1COCC1.S([O-])(O)(=O)=O.[K+]. (5) Given the product [CH3:61][O:62][C:35](=[O:39])[C:36]1[CH:48]=[CH:47][C:44]([CH2:45][NH:46][C:20]([C:19]2[N:14]3[N:13]=[CH:12][C:11]([C:9](=[O:10])[NH:8][C:3]4[CH:4]=[CH:5][CH:6]=[CH:7][C:2]=4[Cl:1])=[C:15]3[N:16]=[C:17]([C:23](=[O:34])[NH:24][CH2:25][C:26]3[CH:31]=[CH:30][C:29]([F:32])=[C:28]([F:33])[CH:27]=3)[CH:18]=2)=[O:22])=[CH:43][CH:42]=1, predict the reactants needed to synthesize it. The reactants are: [Cl:1][C:2]1[CH:7]=[CH:6][CH:5]=[CH:4][C:3]=1[NH:8][C:9]([C:11]1[CH:12]=[N:13][N:14]2[C:19]([C:20]([OH:22])=O)=[CH:18][C:17]([C:23](=[O:34])[NH:24][CH2:25][C:26]3[CH:31]=[CH:30][C:29]([F:32])=[C:28]([F:33])[CH:27]=3)=[N:16][C:15]=12)=[O:10].[C:35](Cl)(=[O:39])[C:36](Cl)=O.F[C:42]1[CH:43]=[C:44]([CH:47]=[CH:48]C=1F)[CH2:45][NH2:46].C(N(CC)CC)C.CN([CH:61]=[O:62])C. (6) The reactants are: [OH:1][C:2]12[C:13]3[C:8](=[C:9]([N+:14]([O-])=O)[CH:10]=[CH:11][CH:12]=3)[C:7](=[O:17])[C:6]1([NH:18][C:19](=[O:27])[C:20]1[CH:25]=[CH:24][CH:23]=[C:22]([CH3:26])[CH:21]=1)[C:5]1[CH:28]=[CH:29][C:30]([CH:32]([CH3:34])[CH3:33])=[CH:31][C:4]=1[O:3]2.O. Given the product [NH2:14][C:9]1[CH:10]=[CH:11][CH:12]=[C:13]2[C:8]=1[C:7](=[O:17])[C:6]1([NH:18][C:19](=[O:27])[C:20]3[CH:25]=[CH:24][CH:23]=[C:22]([CH3:26])[CH:21]=3)[C:5]3[CH:28]=[CH:29][C:30]([CH:32]([CH3:34])[CH3:33])=[CH:31][C:4]=3[O:3][C:2]12[OH:1], predict the reactants needed to synthesize it.